From a dataset of Reaction yield outcomes from USPTO patents with 853,638 reactions. Predict the reaction yield, written as a fraction of the theoretical maximum amount of product (1.0 means a 100% yield; for example, 0.34 means a 34% yield). (1) The reactants are CC1(C)C(C)(C)OB([C:9]2[CH:14]=[CH:13][N:12]=[CH:11][C:10]=2[Cl:15])O1.[Cl:17][C:18]1[N:23]=[C:22]([NH2:24])[C:21]([N+:25]([O-:27])=[O:26])=[CH:20][C:19]=1I. No catalyst specified. The product is [Cl:17][C:18]1[C:19]([C:9]2[CH:14]=[CH:13][N:12]=[CH:11][C:10]=2[Cl:15])=[CH:20][C:21]([N+:25]([O-:27])=[O:26])=[C:22]([NH2:24])[N:23]=1. The yield is 0.220. (2) The reactants are [C:1]1([N:7]2[CH2:12][CH2:11][N:10]([CH2:13][CH2:14][NH2:15])[CH2:9][CH2:8]2)[CH:6]=[CH:5][CH:4]=[CH:3][CH:2]=1.[Cl:16][C:17]1[CH:22]=[CH:21][C:20]([C:23]2[N:27]([C:28]([CH3:31])([CH3:30])[CH3:29])[N:26]=[C:25]([CH:32]=O)[CH:24]=2)=[CH:19][CH:18]=1. No catalyst specified. The product is [C:28]([N:27]1[C:23]([C:20]2[CH:19]=[CH:18][C:17]([Cl:16])=[CH:22][CH:21]=2)=[CH:24][C:25]([CH2:32][NH:15][CH2:14][CH2:13][N:10]2[CH2:9][CH2:8][N:7]([C:1]3[CH:2]=[CH:3][CH:4]=[CH:5][CH:6]=3)[CH2:12][CH2:11]2)=[N:26]1)([CH3:31])([CH3:30])[CH3:29]. The yield is 0.691. (3) The reactants are [F:1][C:2]1[C:7]([NH2:8])=[C:6]([N+:9]([O-])=O)[CH:5]=[CH:4][C:3]=1[NH:12][CH2:13][C:14]1[CH:19]=[CH:18][C:17]([F:20])=[CH:16][CH:15]=1.[Cl-].[NH4+].CCN(C(C)C)C(C)C.Cl[C:33]([O:35][CH2:36][CH3:37])=[O:34]. The catalyst is CO.[Zn]. The product is [NH2:8][C:7]1[C:2]([F:1])=[C:3]([NH:12][CH2:13][C:14]2[CH:19]=[CH:18][C:17]([F:20])=[CH:16][CH:15]=2)[CH:4]=[CH:5][C:6]=1[NH:9][C:33](=[O:34])[O:35][CH2:36][CH3:37]. The yield is 0.270.